Dataset: Forward reaction prediction with 1.9M reactions from USPTO patents (1976-2016). Task: Predict the product of the given reaction. (1) Given the reactants C(O)(C(F)(F)F)=O.[Br:8][C:9]1[CH:36]=[CH:35][C:12]([CH2:13][N:14]2[CH:22]=[C:21]3[C:16]([N:17](CC4C=CC(OC)=CC=4)[C:18](=[O:25])[N:19]([CH3:24])[C:20]3=[O:23])=[N:15]2)=[CH:11][CH:10]=1.C(S(O)(=O)=O)(F)(F)F, predict the reaction product. The product is: [Br:8][C:9]1[CH:36]=[CH:35][C:12]([CH2:13][N:14]2[CH:22]=[C:21]3[C:16]([NH:17][C:18](=[O:25])[N:19]([CH3:24])[C:20]3=[O:23])=[N:15]2)=[CH:11][CH:10]=1. (2) Given the reactants [CH3:1][O:2][C:3]1[CH:8]=[C:7]([CH2:9][O:10][CH3:11])[CH:6]=[C:5]([O:12][CH3:13])[C:4]=1[C:14]1[N:15]2[N:21]=[C:20]([O:22][CH3:23])[C:19]([N:24]([CH2:31][CH2:32][CH3:33])[CH:25]3[CH2:30][CH2:29][O:28][CH2:27][CH2:26]3)=[C:16]2[S:17][CH:18]=1.C(OCC)(=O)C.[ClH:40], predict the reaction product. The product is: [ClH:40].[CH3:13][O:12][C:5]1[CH:6]=[C:7]([CH2:9][O:10][CH3:11])[CH:8]=[C:3]([O:2][CH3:1])[C:4]=1[C:14]1[N:15]2[N:21]=[C:20]([O:22][CH3:23])[C:19]([N:24]([CH2:31][CH2:32][CH3:33])[CH:25]3[CH2:30][CH2:29][O:28][CH2:27][CH2:26]3)=[C:16]2[S:17][CH:18]=1. (3) Given the reactants [CH3:1][CH2:2][CH2:3][N:4]1[C@H:9]([C:10]([NH:12][C:13]2[C:14]([CH3:20])=[CH:15][CH:16]=[CH:17][C:18]=2[CH3:19])=[O:11])[CH2:8][CH2:7][CH2:6][CH2:5]1.CC(O)C.[ClH:25], predict the reaction product. The product is: [CH3:1][CH2:2][CH2:3][N:4]1[C@H:9]([C:10]([NH:12][C:13]2[C:18]([CH3:19])=[CH:17][CH:16]=[CH:15][C:14]=2[CH3:20])=[O:11])[CH2:8][CH2:7][CH2:6][CH2:5]1.[ClH:25]. (4) Given the reactants [CH3:1][N:2]1[C:10]2[C@@:9]3([CH3:14])[C:11]([CH3:13])([CH3:12])[C@H:6]([CH2:7][CH2:8]3)[C:5]=2[C:4](=[O:15])[NH:3]1.[CH3:16][O:17][C:18]1[CH:25]=[CH:24][C:21]([CH2:22]Br)=[CH:20][CH:19]=1, predict the reaction product. The product is: [CH3:16][O:17][C:18]1[CH:25]=[CH:24][C:21]([CH2:22][N:3]2[C:4](=[O:15])[C:5]3[C@@H:6]4[C:11]([CH3:12])([CH3:13])[C@@:9]([CH3:14])([CH2:8][CH2:7]4)[C:10]=3[N:2]2[CH3:1])=[CH:20][CH:19]=1.